The task is: Regression. Given a peptide amino acid sequence and an MHC pseudo amino acid sequence, predict their binding affinity value. This is MHC class II binding data.. This data is from Peptide-MHC class II binding affinity with 134,281 pairs from IEDB. (1) The peptide sequence is IGKLFTQTMKGVERL. The MHC is HLA-DQA10201-DQB10301 with pseudo-sequence HLA-DQA10201-DQB10301. The binding affinity (normalized) is 0.394. (2) The binding affinity (normalized) is 0.257. The peptide sequence is EESRIFEDLVWKRFE. The MHC is DRB1_0101 with pseudo-sequence DRB1_0101. (3) The peptide sequence is AAFKGEQGPKGEP. The MHC is DRB1_0401 with pseudo-sequence DRB1_0401. The binding affinity (normalized) is 0.635. (4) The peptide sequence is RQLQKIERWFVRNPF. The MHC is DRB1_1301 with pseudo-sequence DRB1_1301. The binding affinity (normalized) is 0.787. (5) The peptide sequence is EFEPPHAATIRVLAL. The MHC is DRB1_1302 with pseudo-sequence DRB1_1302. The binding affinity (normalized) is 0.0195.